Dataset: Forward reaction prediction with 1.9M reactions from USPTO patents (1976-2016). Task: Predict the product of the given reaction. (1) Given the reactants [F:1][C:2]([F:23])([F:22])[C:3]([NH:5][CH2:6][CH2:7][O:8][C:9]1[CH:14]=[CH:13][CH:12]=[C:11]([C:15]#[C:16][C:17]2([OH:21])[CH2:20][CH2:19][CH2:18]2)[CH:10]=1)=[O:4], predict the reaction product. The product is: [F:1][C:2]([F:22])([F:23])[C:3]([NH:5][CH2:6][CH2:7][O:8][C:9]1[CH:14]=[CH:13][CH:12]=[C:11]([CH2:15][CH2:16][C:17]2([OH:21])[CH2:18][CH2:19][CH2:20]2)[CH:10]=1)=[O:4]. (2) Given the reactants [CH3:1][O:2][C:3]1[CH:27]=[CH:26][CH:25]=[CH:24][C:4]=1[C:5](NC1C=CC=C(C2CCN(CCNC)CC2)C=1)=[O:6].[NH2:28][C:29]1[CH:34]=[CH:33][C:32]([C:35]2[CH2:40][CH2:39][N:38](C(OC(C)(C)C)=O)[CH2:37][CH:36]=2)=[CH:31][C:30]=1[N+:48]([O-:50])=[O:49], predict the reaction product. The product is: [CH3:1][O:2][C:3]1[CH:27]=[CH:26][CH:25]=[CH:24][C:4]=1[C:5]([NH:28][C:29]1[CH:34]=[CH:33][C:32]([C:35]2[CH2:40][CH2:39][NH:38][CH2:37][CH:36]=2)=[CH:31][C:30]=1[N+:48]([O-:50])=[O:49])=[O:6]. (3) The product is: [O:26]=[C:24]1[NH:20][C:15]2[CH:16]=[CH:17][CH:18]=[CH:19][C:14]=2[N:11]2[CH2:12][CH2:13][N:8]([C:6]([O:5][C:1]([CH3:2])([CH3:4])[CH3:3])=[O:7])[CH2:9][CH:10]2[CH2:23]1. Given the reactants [C:1]([O:5][C:6]([N:8]1[CH2:13][CH2:12][N:11]([C:14]2[CH:19]=[CH:18][CH:17]=[CH:16][C:15]=2[N+:20]([O-])=O)[CH:10]([CH2:23][C:24]([OH:26])=O)[CH2:9]1)=[O:7])([CH3:4])([CH3:3])[CH3:2].F[P-](F)(F)(F)(F)F.N1(OC(N(C)C)=[N+](C)C)C2N=CC=CC=2N=N1.C(N(C(C)C)CC)(C)C, predict the reaction product. (4) Given the reactants C(O[C:6]([N:8]1[CH2:13][CH2:12][CH:11]([CH2:14][O:15][C:16]2[CH:25]=[C:24]3[C:19]([C:20]([NH:26][C:27]4[C:32]([Cl:33])=[CH:31][CH:30]=[C:29]5[O:34][CH2:35][O:36][C:28]=45)=[N:21][CH:22]=[N:23]3)=[C:18]([O:37][CH:38]3[CH2:43][CH2:42][O:41][CH2:40][CH2:39]3)[CH:17]=2)[CH2:10][CH2:9]1)=O)(C)(C)C.C=O, predict the reaction product. The product is: [Cl:33][C:32]1[C:27]([NH:26][C:20]2[C:19]3[C:24](=[CH:25][C:16]([O:15][CH2:14][CH:11]4[CH2:10][CH2:9][N:8]([CH3:6])[CH2:13][CH2:12]4)=[CH:17][C:18]=3[O:37][CH:38]3[CH2:39][CH2:40][O:41][CH2:42][CH2:43]3)[N:23]=[CH:22][N:21]=2)=[C:28]2[O:36][CH2:35][O:34][C:29]2=[CH:30][CH:31]=1. (5) Given the reactants Br[CH2:2][CH2:3][CH2:4][CH2:5][CH2:6][CH2:7][C:8]#[CH:9].[S:10]1[CH:14]=[CH:13][CH:12]=[C:11]1[C:15]1[N:23]=[C:22]([NH2:24])[N:21]=[C:20]2[C:16]=1[NH:17][CH:18]=[N:19]2.C(=O)([O-])[O-].[K+].[K+], predict the reaction product. The product is: [S:10]1[CH:14]=[CH:13][CH:12]=[C:11]1[C:15]1[N:23]=[C:22]([NH2:24])[N:21]=[C:20]2[C:16]=1[N:17]=[CH:18][N:19]2[CH2:2][CH2:3][CH2:4][CH2:5][CH2:6][CH2:7][C:8]#[CH:9].